Binary Classification. Given a miRNA mature sequence and a target amino acid sequence, predict their likelihood of interaction. From a dataset of Experimentally validated miRNA-target interactions with 360,000+ pairs, plus equal number of negative samples. (1) The miRNA is hsa-miR-541-3p with sequence UGGUGGGCACAGAAUCUGGACU. The protein sequence of the target gene is MSYQGKKNIPRITSDRLLIKGGRIVNDDQSFYADIYMEDGLIKQIGDNLIVPGGVKTIEANGKMVIPGGIDVHTHFQMPYKGMTTVDDFFQGTKAALAGGTTMIIDHVVPEPESSLTEAYEKWREWADGKSCCDYALHVDITHWNDSVKQEVQSLSKEKGVNSFMVYMAYKDLYQVSNTELYEIFTCLGELGAIAQVHAENGDIIAQEQARMLEMGITGPEGHVLSRPEELEAEAVFRAITVASQTNCPLYVTKVMSKSAADLISQARKKGNVVFGEPITASLGIDGTHYWSKNWAKAAA.... Result: 0 (no interaction). (2) The miRNA is hsa-miR-4695-5p with sequence CAGGAGGCAGUGGGCGAGCAGG. The protein sequence of the target gene is MRLLPLAPGRLRRGSPRHLPSCSPALLLLVLGGCLGVFGVAAGTRRPNVVLLLTDDQDEVLGGMTPLKKTKALIGEMGMTFSSAYVPSALCCPSRASILTGKYPHNHHVVNNTLEGNCSSKSWQKIQEPNTFPAILRSMCGYQTFFAGKYLNEYGAPDAGGLEHVPLGWSYWYALEKNSKYYNYTLSINGKARKHGENYSVDYLTDVLANVSLDFLDYKSNFEPFFMMIATPAPHSPWTAAPQYQKAFQNVFAPRNKNFNIHGTNKHWLIRQAKTPMTNSSIQFLDNAFRKRWQTLLSVD.... Result: 1 (interaction). (3) The miRNA is dme-miR-313-3p with sequence UAUUGCACUUUUCACAGCCCGA. The protein sequence of the target gene is MLQKPKSVKLRALRSPRKFGVAGRSCQEVLRKGCLRFQLPERGSRLCLYEDGTELTEDYFPSVPDNAELVLLTLGQAWQGYVSDIRRFLSAFHEPQVGLIQAAQQLLCDEQAPQRQRLLADLLHNVSQNIAAETRAEDPPWFEGLESRFQSKSGYLRYSCESRIRSYLREVSSYPSTVGAEAQEEFLRVLGSMCQRLRSMQYNGSYFDRGAKGGSRLCTPEGWFSCQGPFDMDSCLSRHSINPYSNRESRILFSTWNLDHIIEKKRTIIPTLVEAIKEQDGREVDWEYFYGLLFTSENLK.... Result: 0 (no interaction). (4) The miRNA is hsa-miR-328-3p with sequence CUGGCCCUCUCUGCCCUUCCGU. The protein sequence of the target gene is MDRSAEFRKWKAQCLSKADLSRKGSVDEDVVELVQFLNMRDQFFTTSSCAGRILLLDRGINGFEVQKQNCCWLLVTHKLCVKDDVIVALKKANGDATLKFEPFVLHVQCRQLQDAQILHSMAIDSGFRNSGITVGKRGKTMLAVRSTHGLEVPLSHKGKLMVTEEYIDFLLNVANQKMEENKKRIERFYNCLQHALERETMTNLHPKIKEKNNSSYIHKKKRNPEKTRAQCITKESDEELENDDDDDLGINVTIFPEDY. Result: 1 (interaction). (5) The miRNA is hsa-miR-431-5p with sequence UGUCUUGCAGGCCGUCAUGCA. The protein sequence of the target gene is MGAPLAAALGALHYLALFLQLGGATRPAGHAPWDNHVSGHALFTETPHDMTARTGEDVEMACSFRGSGSPSYSLEIQWWYLRSHRDWTDKQTWASNQLKASQQEDSGKDATKISVVKVVGSNISHKLRLSRVKPTDEGTYECRVIDFSDGGRGVPRVLCLLIPLPAPPRAPRPRGQPPGEEPGRGPTLLFLIILPGTGSGTPREAEPHQPHAGGCPARQS. Result: 0 (no interaction). (6) The miRNA is mmu-miR-465a-5p with sequence UAUUUAGAAUGGCACUGAUGUGA. The protein sequence of the target gene is MSLVGGFPHHPVVHHEGYPFAAAAAAAAAAAASRCSHEENPYFHGWLIGHPEMSPPDYSMALSYSPEYASGAAGLDHSHYGGVPPGAGPPGLGGPRPVKRRGTANRKERRRTQSINSAFAELRECIPNVPADTKLSKIKTLRLATSYIAYLMDLLAKDDQNGEAEAFKAEIKKTDVKEEKRKKELNEILKSTVSSNDKKTKGRTGWPQHVWALELKQ. Result: 0 (no interaction). (7) The miRNA is hsa-miR-6760-5p with sequence CAGGGAGAAGGUGGAAGUGCAGA. The protein sequence of the target gene is MAGPAWISKVSRLLGAFHNPKQVTRGFTGGVQTVTLIPGDGIGPEISAAVMKIFDAAKAPIQWEERNVTAIQGPGGKWMIPSEAKESMDKNKMGLKGPLKTPIAAGHPSMNLLLRKTFDLYANVRPCVSIEGYKTPYTDVNIVTIRENTEGEYSGIEHVIVDGVVQSIKLITEGASKRIAEFAFEYARNNHRSNVTAVHKANIMRMSDGLFLQKCREVAESCKDIKFNEMYLDTVCLNMVQDPSQFDVLVMPNLYGDILSDLCAGLIGGLGVTPSGNIGANGVAIFESVHGTAPDIAGKD.... Result: 1 (interaction). (8) The miRNA is mmu-let-7b-5p with sequence UGAGGUAGUAGGUUGUGUGGUU. The protein sequence of the target gene is MLGTLTPLSSLLLLLLVLVLGCGPRASSGGGAGGAAGYAPVKYIQPMQKGPVGPPFREGKGQYLEMPLPLLPMDLKGEPGPPGKPGPRGPPGPPGFPGKPGMGKPGLHGQPGPAGPPGFSRMGKAGPPGLPGKVGPPGQPGLRGEPGIRGDQGLRGPPGPPGLPGPSGITIPGKPGAQGVPGPPGFQGEPGPQGEPGPPGDRGLKGDNGVGQPGLPGAPGQGGAPGPPGLPGPAGLGKPGLDGLPGAPGDKGESGPPGVPGPRGEPGAVGPKGPPGVDGVGVPGAAGLPGPQGPSGAKGE.... Result: 0 (no interaction). (9) The miRNA is mmu-miR-3967 with sequence AGCUUGUCUGACUGAUGUUG. The protein sequence of the target gene is MRIICRQIVLLFSGFWGLAMGAFPSSVQIGGLFIRNTDQEYTAFRLAIFLHNTSPNASEAPFNLVPHVDNIETANSFAVTNAFCSQYSRGVFAIFGLYDKRSVHTLTSFCSALHISLITPSFPTEGESQFVLQLRPSLRGALLSLLDHYEWNCFVFLYDTDRGYSILQAIMEKAGQNGWHVSAICVENFNDVSYRQLLEELDRRQEKKFVIDCEIERLQNILEQIVSVGKHVKGYHYIIANLGFKDISLERFIHGGANVTGFQLVDFNTPMVTKLMDRWKKLDQREYPGSETPPKYTSAL.... Result: 0 (no interaction). (10) The miRNA is hsa-miR-455-5p with sequence UAUGUGCCUUUGGACUACAUCG. The protein sequence of the target gene is MFPFGPHSPGGDGSAGAGAEEPTPHEGQAAATGPPSPLHPGADATHPPPPARSPRRPGAPSLSPAPRSGELGLPGAPESSTASAPGEPSPPSPPCRRPGPDCRAKSRGRHGLGAGLGGPGARLFGWLKERSLGRGLFVDPARDNFRTMTSLYGSIHPADSVYLSTRTHGAVFNLEYSPDGSVLTVACEQTEVLLFDPISSKHIKTLSEAHEDCVNNIRFLDNRLFATCSDDTTIALWDLRKLNTKVCTLHGHTSWVKNIEYDTNTRLLVTSGFDGNVIIWDTNRYTEDGCPHKKFFHTRF.... Result: 0 (no interaction).